This data is from Forward reaction prediction with 1.9M reactions from USPTO patents (1976-2016). The task is: Predict the product of the given reaction. Given the reactants [NH2:1][C:2]1[N:7]=[CH:6][C:5]([O:8][C@@H:9]2[CH:16]3[CH2:17][N:12]4[CH2:13][CH:14]([CH2:18][CH:10]2[CH2:11]4)[CH2:15]3)=[CH:4][CH:3]=1.[ClH:19].O1CCOCC1, predict the reaction product. The product is: [ClH:19].[ClH:19].[NH2:1][C:2]1[N:7]=[CH:6][C:5]([O:8][C@@H:9]2[CH:16]3[CH2:17][N:12]4[CH2:13][CH:14]([CH2:18][CH:10]2[CH2:11]4)[CH2:15]3)=[CH:4][CH:3]=1.